Dataset: Catalyst prediction with 721,799 reactions and 888 catalyst types from USPTO. Task: Predict which catalyst facilitates the given reaction. Reactant: [CH3:1][N:2]1[C@@H:19]2[CH2:20][C:7]3[CH:8]=[CH:9][C:10]([O:22][CH3:23])=[C:11]4[O:12][C@H:13]5[C:14]([CH2:16][CH2:17][C@:18]2([OH:21])[C@:5]5([C:6]=34)[CH2:4][CH2:3]1)=[O:15].Cl. Product: [CH3:1][N:2]1[C@@H:19]2[CH2:20][C:7]3[CH:8]=[CH:9][C:10]([O:22][CH3:23])=[C:11]4[O:12][C@H:13]5[C:14]([CH2:16][CH2:17][C@:18]2([OH:21])[C@:5]5([C:6]=34)[CH2:4][CH2:3]1)=[O:15]. The catalyst class is: 6.